This data is from Reaction yield outcomes from USPTO patents with 853,638 reactions. The task is: Predict the reaction yield, written as a fraction of the theoretical maximum amount of product (1.0 means a 100% yield; for example, 0.34 means a 34% yield). (1) The product is [CH:5]12[N:8]([C:9]([C:11]3[S:12][C:13]([Br:23])=[C:14]([C:16]4[CH:21]=[CH:20][C:19]([Cl:22])=[CH:18][CH:17]=4)[N:15]=3)=[O:10])[CH:1]([CH2:7][CH2:6]1)[CH2:2][O:3][CH2:4]2. The yield is 0.486. The reactants are [CH:1]12[N:8]([C:9]([C:11]3[S:12][CH:13]=[C:14]([C:16]4[CH:21]=[CH:20][C:19]([Cl:22])=[CH:18][CH:17]=4)[N:15]=3)=[O:10])[CH:5]([CH2:6][CH2:7]1)[CH2:4][O:3][CH2:2]2.[Br:23]N1C(=O)CCC1=O.O. The catalyst is CN(C=O)C. (2) The reactants are Cl[C:2]1[CH:3]=[CH:4][C:5]2[N:11]3[CH2:12][C@H:8]([CH2:9][CH2:10]3)[NH:7][C:6]=2[N:13]=1.[C:14]([N:21]1[CH2:27][CH2:26][CH2:25][NH:24][CH2:23][CH2:22]1)([O:16][C:17]([CH3:20])([CH3:19])[CH3:18])=[O:15].CC(C)([O-])C.[K+].O. The catalyst is COCCOC.C([Pd+])C=C. The product is [N:11]12[CH2:12][C@H:8]([CH2:9][CH2:10]1)[NH:7][C:6]1[N:13]=[C:2]([N:24]3[CH2:25][CH2:26][CH2:27][N:21]([C:14]([O:16][C:17]([CH3:20])([CH3:19])[CH3:18])=[O:15])[CH2:22][CH2:23]3)[CH:3]=[CH:4][C:5]2=1. The yield is 0.660. (3) The yield is 0.990. The catalyst is C(Cl)Cl. The product is [NH2:7][C@@H:8]([CH2:9][CH:10]([CH3:12])[CH3:11])[C:13]([N:15]1[CH2:20][CH2:19][CH:18]([N:21]([C:27]2[CH:28]=[CH:29][C:30]([O:33][CH2:34][C:35]3[CH:40]=[CH:39][CH:38]=[CH:37][CH:36]=3)=[CH:31][CH:32]=2)[CH2:22][CH:23]=[C:24]([CH3:26])[CH3:25])[CH2:17][CH2:16]1)=[O:14]. The reactants are C(OC(=O)[NH:7][C@H:8]([C:13]([N:15]1[CH2:20][CH2:19][CH:18]([N:21]([C:27]2[CH:32]=[CH:31][C:30]([O:33][CH2:34][C:35]3[CH:40]=[CH:39][CH:38]=[CH:37][CH:36]=3)=[CH:29][CH:28]=2)[CH2:22][CH:23]=[C:24]([CH3:26])[CH3:25])[CH2:17][CH2:16]1)=[O:14])[CH2:9][CH:10]([CH3:12])[CH3:11])(C)(C)C.C(O)(C(F)(F)F)=O. (4) The reactants are [F:1][C:2]1[CH:24]=[C:23]([N+:25]([O-])=O)[CH:22]=[CH:21][C:3]=1[O:4][C:5]1[CH:6]=[CH:7][C:8]2[N:9]([C:11]([CH3:20])=[C:12]([NH:14][C:15]([CH:17]3[CH2:19][CH2:18]3)=[O:16])[N:13]=2)[CH:10]=1.[Cl-].[NH4+].O. The catalyst is C(O)C.C(OCC)(=O)C. The product is [NH2:25][C:23]1[CH:22]=[CH:21][C:3]([O:4][C:5]2[CH:6]=[CH:7][C:8]3[N:9]([C:11]([CH3:20])=[C:12]([NH:14][C:15]([CH:17]4[CH2:19][CH2:18]4)=[O:16])[N:13]=3)[CH:10]=2)=[C:2]([F:1])[CH:24]=1. The yield is 0.820. (5) The reactants are [OH-].[Na+].[CH3:3][N:4]([CH3:23])[C:5](=[O:22])[CH2:6][CH2:7][CH2:8][C:9]1[CH:14]=[CH:13][C:12]([NH:15]C(=O)C(F)(F)F)=[CH:11][CH:10]=1. The catalyst is CO. The product is [CH3:23][N:4]([CH3:3])[C:5](=[O:22])[CH2:6][CH2:7][CH2:8][C:9]1[CH:10]=[CH:11][C:12]([NH2:15])=[CH:13][CH:14]=1. The yield is 0.660. (6) The reactants are N1C=CN=C1.[CH3:6][C:7]([Si:10](Cl)([CH3:12])[CH3:11])([CH3:9])[CH3:8].[CH2:14]([C:16]1[O:17][C:18]([CH2:21][CH2:22][OH:23])=[CH:19][CH:20]=1)[CH3:15]. The catalyst is CN(C=O)C.C(OCC)C. The product is [C:7]([Si:10]([O:23][CH2:22][CH2:21][C:18]1[O:17][C:16]([CH2:14][CH3:15])=[CH:20][CH:19]=1)([CH3:12])[CH3:11])([CH3:9])([CH3:8])[CH3:6]. The yield is 0.803. (7) The reactants are [C:1]([C:4]1[CH:9]=[CH:8][C:7]([NH:10][CH2:11][C:12]2[CH:17]=[CH:16][C:15]([CH:18]([OH:27])[C:19]3[CH:20]=[C:21]([CH:24]=[CH:25][CH:26]=3)[C:22]#N)=[CH:14][CH:13]=2)=[C:6]([CH3:28])[C:5]=1[OH:29])(=[O:3])[CH3:2].[OH-:30].[K+].CCO.[OH2:35]. No catalyst specified. The product is [C:1]([C:4]1[CH:9]=[CH:8][C:7]([NH:10][CH2:11][C:12]2[CH:17]=[CH:16][C:15]([CH:18]([OH:27])[C:19]3[CH:20]=[C:21]([CH:24]=[CH:25][CH:26]=3)[C:22]([OH:35])=[O:30])=[CH:14][CH:13]=2)=[C:6]([CH3:28])[C:5]=1[OH:29])(=[O:3])[CH3:2]. The yield is 0.520. (8) The reactants are [CH3:1][O:2][C:3]1[CH:4]=[C:5]2[C:9](=[CH:10][CH:11]=1)[C@H:8]([C@H:12]([CH2:16][CH3:17])[C:13]([OH:15])=[O:14])[CH2:7][CH2:6]2.[C:18]([O-])(O)=O.[Na+].CI.O. The catalyst is CN(C=O)C. The product is [CH3:1][O:2][C:3]1[CH:4]=[C:5]2[C:9](=[CH:10][CH:11]=1)[C@H:8]([C@H:12]([CH2:16][CH3:17])[C:13]([O:15][CH3:18])=[O:14])[CH2:7][CH2:6]2. The yield is 0.990. (9) The reactants are [CH2:1]([O:3][C:4]1[CH:9]=[CH:8][C:7]([CH2:10][C:11]([NH:13][C:14]2[CH:19]=[C:18]([NH:20][CH3:21])[CH:17]=[CH:16][C:15]=2[N+:22]([O-:24])=[O:23])=[O:12])=[CH:6][CH:5]=1)[CH3:2].ClC(Cl)(O[C:29](=[O:35])OC(Cl)(Cl)Cl)Cl.[CH:37]([NH2:40])([CH3:39])[CH3:38]. The catalyst is ClCCCl.CN(C1C=CN=CC=1)C. The product is [CH3:21][N:20]([C:29]([NH:40][CH:37]([CH3:39])[CH3:38])=[O:35])[C:18]1[CH:17]=[CH:16][C:15]([N+:22]([O-:24])=[O:23])=[C:14]([NH:13][C:11](=[O:12])[CH2:10][C:7]2[CH:6]=[CH:5][C:4]([O:3][CH2:1][CH3:2])=[CH:9][CH:8]=2)[CH:19]=1. The yield is 0.880.